Dataset: Forward reaction prediction with 1.9M reactions from USPTO patents (1976-2016). Task: Predict the product of the given reaction. (1) The product is: [NH2:16][C@@H:14]1[C@@H:13]([C:27]2[CH:32]=[C:31]([F:33])[C:30]([F:34])=[CH:29][C:28]=2[F:35])[CH2:12][C:10]2[N:11]=[C:5]3[CH:4]=[C:3]([C:1]#[N:2])[CH:8]=[CH:7][N:6]3[C:9]=2[CH2:15]1. Given the reactants [C:1]([C:3]1[CH:8]=[CH:7][N:6]2[C:9]3[CH2:15][C@H:14]([NH:16]C(=O)[C@H](O)C4C=CC=CC=4)[C@@H:13]([C:27]4[CH:32]=[C:31]([F:33])[C:30]([F:34])=[CH:29][C:28]=4[F:35])[CH2:12][C:10]=3[N:11]=[C:5]2[CH:4]=1)#[N:2].C([O-])([O-])=O.[Na+].[Na+], predict the reaction product. (2) Given the reactants [I:1][C:2]1[CH:6]=[CH:5][NH:4][N:3]=1.[Cl:7][C:8]1[N:9]=[N:10][CH:11]=[C:12](Cl)[CH:13]=1.CC(C)([O-])C.[K+], predict the reaction product. The product is: [Cl:7][C:8]1[N:9]=[N:10][CH:11]=[C:12]([N:4]2[CH:5]=[CH:6][C:2]([I:1])=[N:3]2)[CH:13]=1.